Dataset: Catalyst prediction with 721,799 reactions and 888 catalyst types from USPTO. Task: Predict which catalyst facilitates the given reaction. (1) Reactant: [F:1][C:2]1[C:7]([NH2:8])=[CH:6][CH:5]=[C:4]([F:9])[C:3]=1[NH:10][C:11]1[C:16]([C:17]2[N:25]=[CH:24][N:23]=[C:22]3[C:18]=2[N:19]=[CH:20][N:21]3[CH:26]2[CH2:31][CH2:30][CH2:29][CH2:28][O:27]2)=[CH:15][CH:14]=[CH:13][N:12]=1.[F:32][C:33]1[CH:38]=[CH:37][C:36]([S:39](Cl)(=[O:41])=[O:40])=[C:35]([C:43]([F:46])([F:45])[F:44])[CH:34]=1.N1C=CC=CC=1. Product: [F:1][C:2]1[C:3]([NH:10][C:11]2[C:16]([C:17]3[N:25]=[CH:24][N:23]=[C:22]4[C:18]=3[N:19]=[CH:20][N:21]4[CH:26]3[CH2:31][CH2:30][CH2:29][CH2:28][O:27]3)=[CH:15][CH:14]=[CH:13][N:12]=2)=[C:4]([F:9])[CH:5]=[CH:6][C:7]=1[NH:8][S:39]([C:36]1[CH:37]=[CH:38][C:33]([F:32])=[CH:34][C:35]=1[C:43]([F:46])([F:44])[F:45])(=[O:41])=[O:40]. The catalyst class is: 4. (2) Reactant: Cl[C:2]1[N:7]=[CH:6][N:5]=[C:4]([C:8]([N:10]2[C:18]3[C:13](=[CH:14][C:15]([F:19])=[CH:16][CH:17]=3)[CH2:12][CH2:11]2)=[O:9])[CH:3]=1.[NH:20]1[CH2:25][CH2:24][CH:23]([N:26]2[CH2:31][C:30]3[CH:32]=[N:33][CH:34]=[CH:35][C:29]=3[NH:28][C:27]2=[O:36])[CH2:22][CH2:21]1.CCN(C(C)C)C(C)C. Product: [F:19][C:15]1[CH:14]=[C:13]2[C:18](=[CH:17][CH:16]=1)[N:10]([C:8]([C:4]1[N:5]=[CH:6][N:7]=[C:2]([N:20]3[CH2:21][CH2:22][CH:23]([N:26]4[CH2:31][C:30]5[CH:32]=[N:33][CH:34]=[CH:35][C:29]=5[NH:28][C:27]4=[O:36])[CH2:24][CH2:25]3)[CH:3]=1)=[O:9])[CH2:11][CH2:12]2. The catalyst class is: 3. (3) Reactant: [O:1]1[CH:5]=[CH:4][C:3]([C:6]([O:8][CH2:9][CH3:10])=[O:7])=[CH:2]1.[Br:11]Br.C([O-])([O-])=O.[Na+].[Na+]. Product: [Br:11][C:5]1[O:1][CH:2]=[C:3]([C:6]([O:8][CH2:9][CH3:10])=[O:7])[CH:4]=1. The catalyst class is: 22. (4) Reactant: [CH2:1]([C@H:8]([NH:17][C:18](=[O:24])[O:19][C:20]([CH3:23])([CH3:22])[CH3:21])[C@H:9]([OH:16])[CH2:10][NH:11][CH2:12][CH:13]([CH3:15])[CH3:14])[C:2]1[CH:7]=[CH:6][CH:5]=[CH:4][CH:3]=1.C(N([CH2:30][CH3:31])CC)C.C([C:34]1[CH:39]=[CH:38][CH:37]=[CH:36][C:35]=1[S:40](Cl)(=[O:42])=[O:41])=C. Product: [CH2:1]([C@H:8]([NH:17][C:18](=[O:24])[O:19][C:20]([CH3:22])([CH3:21])[CH3:23])[C@H:9]([OH:16])[CH2:10][N:11]([CH2:12][CH:13]([CH3:15])[CH3:14])[S:40]([C:35]1[CH:36]=[CH:37][C:38]([CH:30]=[CH2:31])=[CH:39][CH:34]=1)(=[O:42])=[O:41])[C:2]1[CH:3]=[CH:4][CH:5]=[CH:6][CH:7]=1. The catalyst class is: 4. (5) Reactant: [CH2:1]([O:3][C:4]1[CH2:9][CH2:8]/[C:7](=[CH:10]/O)/[C:6](=[N:12][C:13]2[CH:18]=[CH:17][C:16]([CH3:19])=[CH:15][CH:14]=2)[CH:5]=1)[CH3:2].C(N(CC)CC)C.CS(Cl)(=O)=O.[F:32][C:33]1[CH:38]=[C:37]([F:39])[CH:36]=[CH:35][C:34]=1[SH:40]. Product: [F:32][C:33]1[CH:38]=[C:37]([F:39])[CH:36]=[CH:35][C:34]=1[S:40][CH:10]=[C:7]1[C:6](=[N:12][C:13]2[CH:18]=[CH:17][C:16]([CH3:19])=[CH:15][CH:14]=2)[CH:5]=[C:4]([O:3][CH2:1][CH3:2])[CH2:9][CH2:8]1. The catalyst class is: 30. (6) Reactant: [Cl:1][C:2]1[CH:7]=[C:6]([Cl:8])[CH:5]=[CH:4][C:3]=1[NH:9][C:10]([C:12]1[C:21](=[O:22])[C:20]2[C:15](=[C:16]([Cl:24])[CH:17]=[C:18]([Cl:23])[CH:19]=2)[NH:14][C:13]=1[S:25][CH3:26])=[O:11].[OH:27]O.O. Product: [Cl:1][C:2]1[CH:7]=[C:6]([Cl:8])[CH:5]=[CH:4][C:3]=1[NH:9][C:10]([C:12]1[C:21](=[O:22])[C:20]2[C:15](=[C:16]([Cl:24])[CH:17]=[C:18]([Cl:23])[CH:19]=2)[NH:14][C:13]=1[S:25]([CH3:26])=[O:27])=[O:11]. The catalyst class is: 15. (7) Reactant: [C:1]([NH:4][C@:5]1([C@@H:60]([CH2:62][CH3:63])[CH3:61])[CH2:9][CH2:8][N:7]([C@@H:10]([CH2:51][CH2:52][C:53]2[CH:58]=[CH:57][CH:56]=[CH:55][CH:54]=2)[C:11]([NH:13][C@@H:14]([CH2:42][C:43]2[CH:48]=[C:47]([F:49])[CH:46]=[C:45]([F:50])[CH:44]=2)[C@@H:15]([C@H:17]2[CH2:21][C@H:20]([O:22][C:23]3[CH:28]=[CH:27][CH:26]=[CH:25][CH:24]=3)[CH2:19][N:18]2C(C2C=CC=CC=2)C2C=CC=CC=2)[OH:16])=[O:12])[C:6]1=[O:59])(=[O:3])[CH3:2].C(N[C@]1([C@@H](CC)C)CCN([C@@H](CCC2C=CC=CC=2)C(O)=O)C1=O)(=O)C.CN(C(ON1N=NC2C=CC=NC1=2)=[N+](C)C)C.F[P-](F)(F)(F)(F)F.N[C@@H](CC1C=C(F)C=C(F)C=1)[C@@H]([C@H]1C[C@H](OC2C=CC=CC=2)CN1C(C1C=CC=CC=1)C1C=CC=CC=1)O.CN1CCOCC1. Product: [C:1]([NH:4][C@:5]1([C@@H:60]([CH2:62][CH3:63])[CH3:61])[CH2:9][CH2:8][N:7]([C@@H:10]([CH2:51][CH2:52][C:53]2[CH:54]=[CH:55][CH:56]=[CH:57][CH:58]=2)[C:11]([NH:13][C@@H:14]([CH2:42][C:43]2[CH:44]=[C:45]([F:50])[CH:46]=[C:47]([F:49])[CH:48]=2)[C@H:15]([OH:16])[C@H:17]2[CH2:21][C@H:20]([O:22][C:23]3[CH:24]=[CH:25][CH:26]=[CH:27][CH:28]=3)[CH2:19][NH:18]2)=[O:12])[C:6]1=[O:59])(=[O:3])[CH3:2]. The catalyst class is: 3. (8) Reactant: [Si:1]([O:18][CH2:19][C@@H:20]1[S:24][C@@:23]([SeH:36])([N:25]2[CH:33]=[N:32][C:31]3[C:26]2=[N:27][C:28](F)=[N:29][C:30]=3[Cl:34])[C@@:22]([F:43])([C:37]2[CH:42]=[CH:41][CH:40]=[CH:39][CH:38]=2)[CH2:21]1)([C:14]([CH3:17])([CH3:16])[CH3:15])([C:8]1[CH:13]=[CH:12][CH:11]=[CH:10][CH:9]=1)[C:2]1[CH:7]=[CH:6][CH:5]=[CH:4][CH:3]=1.C([O-])(=O)C. Product: [Si:1]([O:18][CH2:19][C@@H:20]1[S:24][C@@:23]([SeH:36])([N:25]2[CH:33]=[N:32][C:31]3[C:26]2=[N:27][CH:28]=[N:29][C:30]=3[Cl:34])[C@@:22]([F:43])([C:37]2[CH:42]=[CH:41][CH:40]=[CH:39][CH:38]=2)[CH2:21]1)([C:14]([CH3:15])([CH3:16])[CH3:17])([C:2]1[CH:3]=[CH:4][CH:5]=[CH:6][CH:7]=1)[C:8]1[CH:9]=[CH:10][CH:11]=[CH:12][CH:13]=1. The catalyst class is: 22.